This data is from Forward reaction prediction with 1.9M reactions from USPTO patents (1976-2016). The task is: Predict the product of the given reaction. (1) Given the reactants Br[C:2]1[C:3]([C:8]2[NH:9][CH:10]=[CH:11][N:12]=2)=[N:4][CH:5]=[CH:6][CH:7]=1.BrC1[C:15](C#N)=[N:16]C=CC=1.O, predict the reaction product. The product is: [NH:12]1[CH:11]=[CH:10][N:9]=[C:8]1[C:3]1[N:4]=[CH:5][CH:6]=[CH:7][C:2]=1[C:15]#[N:16]. (2) Given the reactants [NH:1]1[C:9]2[C:4](=[C:5]([NH:10][C:11]3[C:20]([N+:21]([O-])=O)=[CH:19][CH:18]=[CH:17][C:12]=3[C:13]([O:15]C)=[O:14])[CH:6]=[CH:7][CH:8]=2)[CH:3]=[N:2]1.N1C2C(=C(NC3C([N+]([O-])=O)=CC=CC=3C(O)=O)C=CC=2)C=N1.[BH4-].[Na+].Cl, predict the reaction product. The product is: [CH:3]1[C:4]2=[C:5]3[C:6](=[CH:7][CH:8]=[C:9]2[NH:1][N:2]=1)[N:21]=[C:20]1[C:11]([C:12]([C:13]([OH:15])=[O:14])=[CH:17][CH:18]=[CH:19]1)=[N:10]3. (3) Given the reactants FC(F)(F)C(O)=O.[Cl:8][C:9]1[CH:14]=[C:13]([C:15](=[O:24])[NH:16][CH2:17][CH2:18][N:19]([CH2:22][CH3:23])[CH2:20][CH3:21])[CH:12]=[CH:11][C:10]=1[C:25]1[CH:30]=[CH:29][C:28]([CH2:31][C@H:32]([NH:47][C:48]([C@H:50]2[CH2:55][CH2:54][C@H:53]([CH2:56][NH:57]C(=O)OC(C)(C)C)[CH2:52][CH2:51]2)=[O:49])[C:33](=[O:46])[NH:34][C:35]2[CH:40]=[CH:39][C:38]([C:41]3[N:42]=[N:43][NH:44][N:45]=3)=[CH:37][CH:36]=2)=[CH:27][CH:26]=1.Cl, predict the reaction product. The product is: [ClH:8].[NH2:57][CH2:56][C@H:53]1[CH2:52][CH2:51][C@H:50]([C:48]([NH:47][C@H:32]([C:33](=[O:46])[NH:34][C:35]2[CH:36]=[CH:37][C:38]([C:41]3[N:42]=[N:43][NH:44][N:45]=3)=[CH:39][CH:40]=2)[CH2:31][C:28]2[CH:27]=[CH:26][C:25]([C:10]3[CH:11]=[CH:12][C:13]([C:15]([NH:16][CH2:17][CH2:18][N:19]([CH2:22][CH3:23])[CH2:20][CH3:21])=[O:24])=[CH:14][C:9]=3[Cl:8])=[CH:30][CH:29]=2)=[O:49])[CH2:55][CH2:54]1. (4) Given the reactants Cl[C:2]1[N:7]=[C:6]([Cl:8])[N:5]=[CH:4][N:3]=1.C(N(CC)C(C)C)(C)C.[O:18]1[CH2:23][CH2:22][N:21]([C:24]2[CH:30]=[CH:29][C:27]([NH2:28])=[CH:26][CH:25]=2)[CH2:20][CH2:19]1, predict the reaction product. The product is: [Cl:8][C:6]1[N:5]=[CH:4][N:3]=[C:2]([NH:28][C:27]2[CH:26]=[CH:25][C:24]([N:21]3[CH2:22][CH2:23][O:18][CH2:19][CH2:20]3)=[CH:30][CH:29]=2)[N:7]=1. (5) Given the reactants [S:1]1[C:5]2[NH:6][C:7]([C:9]([O:11][CH2:12][CH3:13])=[O:10])=[CH:8][C:4]=2[CH:3]=[CH:2]1.CCCC[N+](CCCC)(CCCC)CCCC.[F-].C1C(=O)N([Br:39])C(=O)C1.CCOC(C)=O, predict the reaction product. The product is: [Br:39][C:8]1[C:4]2[CH:3]=[CH:2][S:1][C:5]=2[NH:6][C:7]=1[C:9]([O:11][CH2:12][CH3:13])=[O:10].